This data is from NCI-60 drug combinations with 297,098 pairs across 59 cell lines. The task is: Regression. Given two drug SMILES strings and cell line genomic features, predict the synergy score measuring deviation from expected non-interaction effect. (1) Drug 1: C1=CC=C(C=C1)NC(=O)CCCCCCC(=O)NO. Drug 2: COCCOC1=C(C=C2C(=C1)C(=NC=N2)NC3=CC=CC(=C3)C#C)OCCOC.Cl. Cell line: HOP-62. Synergy scores: CSS=0.656, Synergy_ZIP=-0.794, Synergy_Bliss=0.460, Synergy_Loewe=-12.1, Synergy_HSA=-2.99. (2) Drug 1: CN(C(=O)NC(C=O)C(C(C(CO)O)O)O)N=O. Drug 2: C1CNP(=O)(OC1)N(CCCl)CCCl. Cell line: NCI-H226. Synergy scores: CSS=-1.57, Synergy_ZIP=1.53, Synergy_Bliss=2.67, Synergy_Loewe=0.750, Synergy_HSA=0.979.